This data is from Catalyst prediction with 721,799 reactions and 888 catalyst types from USPTO. The task is: Predict which catalyst facilitates the given reaction. Reactant: C(OC[N:9]1[C:13]2[N:14]=[C:15]([NH:28][C:29]3[CH:34]=[CH:33][C:32]([N:35]([CH2:37][CH2:38][O:39][CH3:40])[CH3:36])=[CH:31][CH:30]=3)[N:16]=[C:17]([O:18][C:19]3[CH:24]=[CH:23][CH:22]=[C:21]([N+:25]([O-:27])=[O:26])[CH:20]=3)[C:12]=2[CH:11]=[CH:10]1)(=O)C(C)(C)C.CO.[OH-].[Na+]. Product: [CH3:40][O:39][CH2:38][CH2:37][N:35]([CH3:36])[C:32]1[CH:31]=[CH:30][C:29]([NH:28][C:15]2[N:16]=[C:17]([O:18][C:19]3[CH:24]=[CH:23][CH:22]=[C:21]([N+:25]([O-:27])=[O:26])[CH:20]=3)[C:12]3[CH:11]=[CH:10][NH:9][C:13]=3[N:14]=2)=[CH:34][CH:33]=1. The catalyst class is: 6.